From a dataset of Reaction yield outcomes from USPTO patents with 853,638 reactions. Predict the reaction yield, written as a fraction of the theoretical maximum amount of product (1.0 means a 100% yield; for example, 0.34 means a 34% yield). (1) The reactants are [NH2:1][C:2]1[CH:3]=[C:4]([S:8]([NH2:11])(=[O:10])=[O:9])[CH:5]=[CH:6][CH:7]=1.[F:12][C:13]1[CH:21]=[CH:20][CH:19]=[C:18]([C:22]([F:25])([F:24])[F:23])[C:14]=1[C:15](Cl)=[O:16].N1C=CC=CC=1. The catalyst is ClCCl.O. The product is [F:12][C:13]1[CH:21]=[CH:20][CH:19]=[C:18]([C:22]([F:23])([F:24])[F:25])[C:14]=1[C:15]([NH:1][C:2]1[CH:7]=[CH:6][CH:5]=[C:4]([S:8](=[O:9])(=[O:10])[NH2:11])[CH:3]=1)=[O:16]. The yield is 0.370. (2) The reactants are [CH2:1]([O:3][C:4]([C:6]1[NH:7][CH:8]=[CH:9][N:10]=1)=[O:5])[CH3:2].C([O-])([O-])=O.[K+].[K+].[CH3:17][Si:18]([CH2:21][CH2:22][O:23][CH2:24]Cl)([CH3:20])[CH3:19].CC(C)=O. The catalyst is CCOC(C)=O. The product is [CH2:1]([O:3][C:4]([C:6]1[N:7]([CH2:24][O:23][CH2:22][CH2:21][Si:18]([CH3:20])([CH3:19])[CH3:17])[CH:8]=[CH:9][N:10]=1)=[O:5])[CH3:2]. The yield is 0.760. (3) The reactants are [C:1]([C:3]1[CH:4]=[C:5]([CH:18]=[C:19]([C:21]2[CH:26]=[CH:25][CH:24]=[C:23]([F:27])[CH:22]=2)[CH:20]=1)[C:6]([NH:8][C:9]1[C:14]([F:15])=[CH:13][CH:12]=[C:11]([OH:16])[C:10]=1[F:17])=O)#[N:2]. The catalyst is C1COCC1. The product is [F:17][C:10]1[C:11]([OH:16])=[CH:12][CH:13]=[C:14]([F:15])[C:9]=1[NH:8][CH2:6][C:5]1[CH:4]=[C:3]([CH:20]=[C:19]([C:21]2[CH:26]=[CH:25][CH:24]=[C:23]([F:27])[CH:22]=2)[CH:18]=1)[C:1]#[N:2]. The yield is 0.580. (4) The reactants are [OH:1][C:2]1[CH:7]=[CH:6][C:5]([C:8]2[CH:9]=[C:10]([C:24]([OH:26])=O)[C:11]3[C:16]([CH3:17])=[N:15][N:14]([CH:18]4[CH2:23][CH2:22][CH2:21][CH2:20][O:19]4)[C:12]=3[N:13]=2)=[CH:4][CH:3]=1.CCN(C(C)C)C(C)C.[CH2:36]([N:43]1[CH2:48][CH2:47][C:46]([NH2:50])([CH3:49])[CH2:45][CH2:44]1)[C:37]1[CH:42]=[CH:41][CH:40]=[CH:39][CH:38]=1.O. The catalyst is ClC(Cl)C. The product is [CH2:36]([N:43]1[CH2:48][CH2:47][C:46]([NH:50][C:24]([C:10]2[C:11]3[C:16]([CH3:17])=[N:15][N:14]([CH:18]4[CH2:23][CH2:22][CH2:21][CH2:20][O:19]4)[C:12]=3[N:13]=[C:8]([C:5]3[CH:6]=[CH:7][C:2]([OH:1])=[CH:3][CH:4]=3)[CH:9]=2)=[O:26])([CH3:49])[CH2:45][CH2:44]1)[C:37]1[CH:38]=[CH:39][CH:40]=[CH:41][CH:42]=1. The yield is 0.430. (5) The reactants are [CH2:1]([N:3]1[CH:7]=[CH:6][C:5]([C:8]([OH:10])=O)=[N:4]1)[CH3:2].CN(C)C=O.C(Cl)(=O)C(Cl)=O.[NH2:22][C:23]1[CH:24]=[C:25]([CH:42]=[CH:43][C:44]=1[F:45])[O:26][C:27]1[CH:28]=[CH:29][C:30]2[N:31]([CH:33]=[C:34]([NH:36][C:37]([CH:39]3[CH2:41][CH2:40]3)=[O:38])[N:35]=2)[N:32]=1. The catalyst is CN(C)C(=O)C.O1CCCC1. The product is [CH:39]1([C:37]([NH:36][C:34]2[N:35]=[C:30]3[CH:29]=[CH:28][C:27]([O:26][C:25]4[CH:42]=[CH:43][C:44]([F:45])=[C:23]([NH:22][C:8]([C:5]5[CH:6]=[CH:7][N:3]([CH2:1][CH3:2])[N:4]=5)=[O:10])[CH:24]=4)=[N:32][N:31]3[CH:33]=2)=[O:38])[CH2:40][CH2:41]1. The yield is 0.400.